From a dataset of Reaction yield outcomes from USPTO patents with 853,638 reactions. Predict the reaction yield, written as a fraction of the theoretical maximum amount of product (1.0 means a 100% yield; for example, 0.34 means a 34% yield). The reactants are [H-].[Na+].[CH2:3]([OH:6])[C:4]#[CH:5].Br[CH2:8][CH2:9][O:10][CH2:11][CH2:12][O:13][CH3:14]. The catalyst is C1COCC1.O. The product is [CH3:14][O:13][CH2:12][CH2:11][O:10][CH2:9][CH2:8][O:6][CH2:3][C:4]#[CH:5]. The yield is 0.0900.